From a dataset of Reaction yield outcomes from USPTO patents with 853,638 reactions. Predict the reaction yield, written as a fraction of the theoretical maximum amount of product (1.0 means a 100% yield; for example, 0.34 means a 34% yield). The reactants are [OH:1][CH2:2][CH:3]1[CH2:8][CH2:7][N:6]([CH2:9][C:10]2[CH:11]=[C:12]3[C:16](=[CH:17][CH:18]=2)[N:15]([C:19]([O:21][C:22]([CH3:25])([CH3:24])[CH3:23])=[O:20])[CH:14]=[CH:13]3)[CH2:5][CH2:4]1.N1C=CN=C1.[Si:31](Cl)([C:34]([CH3:37])([CH3:36])[CH3:35])([CH3:33])[CH3:32]. The catalyst is CN(C=O)C. The product is [Si:31]([O:1][CH2:2][CH:3]1[CH2:8][CH2:7][N:6]([CH2:9][C:10]2[CH:11]=[C:12]3[C:16](=[CH:17][CH:18]=2)[N:15]([C:19]([O:21][C:22]([CH3:25])([CH3:24])[CH3:23])=[O:20])[CH:14]=[CH:13]3)[CH2:5][CH2:4]1)([C:34]([CH3:37])([CH3:36])[CH3:35])([CH3:33])[CH3:32]. The yield is 0.760.